From a dataset of Forward reaction prediction with 1.9M reactions from USPTO patents (1976-2016). Predict the product of the given reaction. (1) The product is: [CH2:1]([O:8][C:9]([NH:11][CH:12]([CH3:23])[CH:13]([OH:22])[C:14]([CH3:21])([CH3:20])[C:15]([O:17][CH2:18][CH3:19])=[O:16])=[O:10])[C:2]1[CH:3]=[CH:4][CH:5]=[CH:6][CH:7]=1. Given the reactants [CH2:1]([O:8][C:9]([NH:11][CH:12]([CH3:23])[C:13](=[O:22])[C:14]([CH3:21])([CH3:20])[C:15]([O:17][CH2:18][CH3:19])=[O:16])=[O:10])[C:2]1[CH:7]=[CH:6][CH:5]=[CH:4][CH:3]=1.[BH4-].[Na+].[Cl-].[NH4+], predict the reaction product. (2) Given the reactants Br[C:2]1[N:7]2[N:8]=[C:9]([NH:11][C:12]([CH:14]3[CH2:16][CH2:15]3)=[O:13])[N:10]=[C:6]2[CH:5]=[CH:4][CH:3]=1.[CH2:17]([N:20]1[CH:24]=[C:23](B(O)O)[CH:22]=[N:21]1)[CH2:18][CH3:19].P([O-])([O-])([O-])=O.[K+].[K+].[K+], predict the reaction product. The product is: [CH2:17]([N:20]1[CH:24]=[C:23]([C:2]2[N:7]3[N:8]=[C:9]([NH:11][C:12]([CH:14]4[CH2:16][CH2:15]4)=[O:13])[N:10]=[C:6]3[CH:5]=[CH:4][CH:3]=2)[CH:22]=[N:21]1)[CH2:18][CH3:19]. (3) The product is: [Cl:35][C:32]1[C:31]([S:36]([NH2:39])(=[O:38])=[O:37])=[C:30]([OH:40])[C:29]([NH:28][C:44]([NH:42][CH:3]2[C:4]([CH3:5])([CH3:6])[C:2]2([CH3:1])[CH3:10])=[O:45])=[CH:34][CH:33]=1. Given the reactants [CH3:1][C:2]1([CH3:10])[C:4]([CH3:6])([CH3:5])[CH:3]1C(O)=O.C1C=CC(P(N=[N+]=[N-])(C2C=CC=CC=2)=O)=CC=1.[NH2:28][C:29]1[C:30]([OH:40])=[C:31]([S:36]([NH2:39])(=[O:38])=[O:37])[C:32]([Cl:35])=[CH:33][CH:34]=1.C[N:42]([CH:44]=[O:45])C, predict the reaction product. (4) Given the reactants [Br:1][C:2]1[CH:7]=[CH:6][C:5]([CH:8](Cl)[N:9]=[C:10]=[O:11])=[CH:4][CH:3]=1.[F:13][C:14]([F:29])([F:28])[C:15]1[CH:16]=[C:17]([NH:21][C:22]2[CH2:26][CH2:25][C:24](=[O:27])[CH:23]=2)[CH:18]=[CH:19][CH:20]=1.O, predict the reaction product. The product is: [Br:1][C:2]1[CH:7]=[CH:6][C:5]([CH:8]2[NH:9][C:10](=[O:11])[N:21]([C:17]3[CH:18]=[CH:19][CH:20]=[C:15]([C:14]([F:13])([F:28])[F:29])[CH:16]=3)[C:22]3[CH2:26][CH2:25][C:24](=[O:27])[C:23]2=3)=[CH:4][CH:3]=1. (5) The product is: [NH2:1][C:2]1[N:6]([C:7]2[CH:8]=[CH:9][C:10]([F:13])=[CH:11][CH:12]=2)[N:5]=[CH:4][C:3]=1[C:14](=[O:30])[C:15]1[CH:20]=[CH:19][CH:18]=[C:17]([CH2:21][CH2:22][CH2:23][N:24]2[CH2:25][CH2:26][O:27][CH2:28][CH2:29]2)[CH:16]=1. Given the reactants [NH2:1][C:2]1[N:6]([C:7]2[CH:12]=[CH:11][C:10]([F:13])=[CH:9][CH:8]=2)[N:5]=[CH:4][C:3]=1[C:14](=[O:30])[C:15]1[CH:20]=[CH:19][CH:18]=[C:17]([C:21]#[C:22][CH2:23][N:24]2[CH2:29][CH2:28][O:27][CH2:26][CH2:25]2)[CH:16]=1, predict the reaction product. (6) Given the reactants I([O-])(=O)(=O)=O.[CH2:6]([O:13][C:14]1[C:15]([CH2:24][CH:25]=[O:26])=[CH:16][CH:17]=[C:18]2[C:23]=1[N:22]=[CH:21][CH:20]=[CH:19]2)[C:7]1[CH:12]=[CH:11][CH:10]=[CH:9][CH:8]=1.[C:27]1([Mg]Br)[CH:32]=[CH:31][CH:30]=[CH:29][CH:28]=1, predict the reaction product. The product is: [CH2:6]([O:13][C:14]1[C:15]([CH2:24][CH:25]([C:27]2[CH:32]=[CH:31][CH:30]=[CH:29][CH:28]=2)[OH:26])=[CH:16][CH:17]=[C:18]2[C:23]=1[N:22]=[CH:21][CH:20]=[CH:19]2)[C:7]1[CH:8]=[CH:9][CH:10]=[CH:11][CH:12]=1. (7) The product is: [C:1]([O:4][C@@H:5]1[CH2:9][C:8](=[O:10])[NH:7][C:6]1=[O:18])(=[O:3])[CH3:2]. Given the reactants [C:1]([O:4][C@@H:5]1[CH2:9][C:8](=[O:10])[N:7]([C@@H]2CCCC[C@H]2O)[C:6]1=[O:18])(=[O:3])[CH3:2].C(OC1C=C(CCN=C([O-])C(Cl)(Cl)Cl)C=CC=1OC)C1C=CC=CC=1, predict the reaction product. (8) Given the reactants [N:1]1([C:7]([O:9][CH2:10][C:11]2[CH:16]=[CH:15][CH:14]=[CH:13][CH:12]=2)=[O:8])[CH2:6][CH2:5][NH:4][CH2:3][CH2:2]1.FC(F)(F)S(O[CH2:23][C:24]([F:27])([F:26])[F:25])(=O)=O.C(N(CC)CC)C.C(=O)(O)[O-].[Na+], predict the reaction product. The product is: [CH2:10]([O:9][C:7]([N:1]1[CH2:6][CH2:5][N:4]([CH2:23][C:24]([F:27])([F:26])[F:25])[CH2:3][CH2:2]1)=[O:8])[C:11]1[CH:16]=[CH:15][CH:14]=[CH:13][CH:12]=1.